From a dataset of Catalyst prediction with 721,799 reactions and 888 catalyst types from USPTO. Predict which catalyst facilitates the given reaction. (1) Reactant: Br[CH2:2][C:3]1[CH:8]=[CH:7][CH:6]=[C:5]([C:9]2[CH:14]=[CH:13][C:12]([C:15]([F:18])([F:17])[F:16])=[CH:11][CH:10]=2)[N:4]=1.[SH:19][C:20]1[CH:32]=[CH:31][C:23]([O:24][CH2:25][C:26]([O:28][CH2:29][CH3:30])=[O:27])=[C:22]([CH3:33])[CH:21]=1.C([O-])([O-])=O.[K+].[K+]. Product: [CH3:33][C:22]1[CH:21]=[C:20]([S:19][CH2:2][C:3]2[CH:8]=[CH:7][CH:6]=[C:5]([C:9]3[CH:14]=[CH:13][C:12]([C:15]([F:18])([F:17])[F:16])=[CH:11][CH:10]=3)[N:4]=2)[CH:32]=[CH:31][C:23]=1[O:24][CH2:25][C:26]([O:28][CH2:29][CH3:30])=[O:27]. The catalyst class is: 23. (2) Reactant: Cl.[Cl:2][C:3]1[CH:4]=[C:5]([NH2:19])[C:6]([NH:9][C:10]2[CH:15]=[C:14]([Cl:16])[CH:13]=[CH:12][C:11]=2[O:17][CH3:18])=[CH:7][CH:8]=1.[C:20](N1C=CN=C1)(N1C=CN=C1)=[O:21].O. Product: [Cl:2][C:3]1[CH:8]=[CH:7][C:6]2[N:9]([C:10]3[CH:15]=[C:14]([Cl:16])[CH:13]=[CH:12][C:11]=3[O:17][CH3:18])[C:20](=[O:21])[NH:19][C:5]=2[CH:4]=1. The catalyst class is: 7. (3) Reactant: [CH2:1]([O:3][C:4]1[CH:11]=[CH:10][C:7]([CH:8]=O)=[CH:6][CH:5]=1)[CH3:2].[CH3:12][C:13]([C:15]1[CH:20]=[C:19]([O:21][CH3:22])[C:18]([O:23][CH3:24])=[C:17]([O:25][CH3:26])[CH:16]=1)=[O:14].[OH-].[Na+]. Product: [CH2:1]([O:3][C:4]1[CH:11]=[CH:10][C:7](/[CH:8]=[CH:12]/[C:13]([C:15]2[CH:16]=[C:17]([O:25][CH3:26])[C:18]([O:23][CH3:24])=[C:19]([O:21][CH3:22])[CH:20]=2)=[O:14])=[CH:6][CH:5]=1)[CH3:2]. The catalyst class is: 5. (4) Reactant: [N:1]([CH2:4][CH2:5][CH3:6])=[C:2]=[O:3].[CH3:7][C:8]1([CH3:32])[CH2:17][CH2:16][C:15]([CH3:19])([CH3:18])[C:14]2[CH:13]=[C:12]([C:20]([O:22][CH2:23][CH2:24][C:25]3[CH:30]=[CH:29][C:28]([NH2:31])=[CH:27][CH:26]=3)=[O:21])[CH:11]=[CH:10][C:9]1=2. Product: [CH3:7][C:8]1([CH3:32])[CH2:17][CH2:16][C:15]([CH3:18])([CH3:19])[C:14]2[CH:13]=[C:12]([C:20]([O:22][CH2:23][CH2:24][C:25]3[CH:26]=[CH:27][C:28]([NH:31][C:2]([NH:1][CH2:4][CH2:5][CH3:6])=[O:3])=[CH:29][CH:30]=3)=[O:21])[CH:11]=[CH:10][C:9]1=2. The catalyst class is: 1. (5) Reactant: [NH2:1][CH:2]([CH2:13][NH2:14])[C:3]([NH:5][CH:6]1[CH2:11][CH2:10][CH:9]([CH3:12])[CH2:8][CH2:7]1)=[O:4].[CH3:15][CH:16]1[CH2:21][CH2:20][C:19](=O)[C:18](=O)[CH2:17]1.CC1C=CC(S([O-])(=O)=O)=CC=1.C1C=C[NH+]=CC=1. Product: [CH3:15][CH:16]1[CH2:21][CH2:20][C:19]2[N:1]=[C:2]([C:3]([NH:5][C@H:6]3[CH2:11][CH2:10][C@H:9]([CH3:12])[CH2:8][CH2:7]3)=[O:4])[CH:13]=[N:14][C:18]=2[CH2:17]1. The catalyst class is: 48. (6) Reactant: [CH3:1][N:2]1[CH2:7][CH2:6][NH:5][CH2:4][CH2:3]1.[CH2:8]([O:15][C:16]1[CH:43]=[CH:42][C:41]([CH2:44][CH2:45]Br)=[CH:40][C:17]=1[C:18]([NH:20][C:21]1[CH:33]=[C:32]([C:34]2[CH:39]=[CH:38][CH:37]=[CH:36][CH:35]=2)[CH:31]=[CH:30][C:22]=1[C:23]([O:25][C:26]([CH3:29])([CH3:28])[CH3:27])=[O:24])=[O:19])[C:9]1[CH:14]=[CH:13][CH:12]=[CH:11][CH:10]=1.C(=O)([O-])[O-].[K+].[K+]. The catalyst class is: 21. Product: [CH2:8]([O:15][C:16]1[CH:43]=[CH:42][C:41]([CH2:44][CH2:45][N:5]2[CH2:6][CH2:7][N:2]([CH3:1])[CH2:3][CH2:4]2)=[CH:40][C:17]=1[C:18]([NH:20][C:21]1[CH:33]=[C:32]([C:34]2[CH:39]=[CH:38][CH:37]=[CH:36][CH:35]=2)[CH:31]=[CH:30][C:22]=1[C:23]([O:25][C:26]([CH3:29])([CH3:28])[CH3:27])=[O:24])=[O:19])[C:9]1[CH:14]=[CH:13][CH:12]=[CH:11][CH:10]=1. (7) Reactant: [CH2:1]([O:8][C:9]1[CH:14]=[CH:13][C:12]([N:15]2[CH2:19][C@H:18]([CH2:20][OH:21])[O:17][C:16]2=[O:22])=[CH:11][C:10]=1[F:23])[C:2]1[CH:7]=[CH:6][CH:5]=[CH:4][CH:3]=1.[O:24]1[CH:28]=[CH:27][C:26](O)=[N:25]1.C1C=CC(P(C2C=CC=CC=2)C2C=CC=CC=2)=CC=1.CC(OC(/N=N/C(OC(C)C)=O)=O)C. Product: [CH2:1]([O:8][C:9]1[CH:14]=[CH:13][C:12]([N:15]2[CH2:19][C@H:18]([CH2:20][O:21][C:26]3[CH:27]=[CH:28][O:24][N:25]=3)[O:17][C:16]2=[O:22])=[CH:11][C:10]=1[F:23])[C:2]1[CH:3]=[CH:4][CH:5]=[CH:6][CH:7]=1. The catalyst class is: 1.